This data is from Experimentally validated miRNA-target interactions with 360,000+ pairs, plus equal number of negative samples. The task is: Binary Classification. Given a miRNA mature sequence and a target amino acid sequence, predict their likelihood of interaction. (1) The miRNA is mmu-miR-122-5p with sequence UGGAGUGUGACAAUGGUGUUUG. The protein sequence of the target gene is MAAPSPGPREVLAPSPEAGCRAVTSSRRGLLWRLRDKQSRLGLFEISPGHELHGMTCMMQAGLWAATQVSMDHPPTGPPSRDDFSEVLTQVHEGFELGTLAGPAFAWLRRSLGLAEEDYQAALGPGGPYLQFLSTSKSKASFFLSHDQRFFLKTQGRREVQALLAHLPRYVQHLQRHPHSLLARLLGVHSLRVDRGKKTYFIVMQSVFYPAGRISERYDIKGCEVSRWVDPAPEGSPLVLVLKDLNFQGKTINLGPQRSWFLRQMELDTTFLRELNVLDYSLLIAFQRLHEDERGPGSSL.... Result: 0 (no interaction). (2) The miRNA is hsa-miR-138-5p with sequence AGCUGGUGUUGUGAAUCAGGCCG. The protein sequence of the target gene is MAAAYLDPNLNHTPNSSTKTHLGTGMERSPGAMERVLKVFHYFESNSEPTTWASIIRHGDATDVRGIIQKIVDSHKVKHVACYGFRLSHLRSEEVHWLHVDMGVSSVREKYELAHPPEEWKYELRIRYLPKGFLNQFTEDKPTLNFFYQQVKSDYMLEIADQVDQEIALKLGCLEIRRSYWEMRGNALEKKSNYEVLEKDVGLKRFFPKSLLDSVKAKTLRKLIQQTFRQFANLNREESILKFFEILSPVYRFDKECFKCALGSSWIISVELAIGPEEGISYLTDKGCNPTHLADFTQVQ.... Result: 1 (interaction). (3) The miRNA is hsa-miR-4760-3p with sequence AAAUUCAUGUUCAAUCUAAACC. The protein sequence of the target gene is MLRALWLFWILVAITVLFSKRCSAQESLSCDASGVCDGRSRSFTSIPSGLTAAMKSLDLSFNKITYIGHGDLRACANLQVLILKSSRINTIEGDAFYSLGSLEHLDLSDNHLSSLSSSWFGPLSSLKYLNLMGNPYQTLGVTSLFPNLTNLQTLRIGNVETFSEIRRIDFAGLTSLNELEIKALSLRNYQSQSLKSIRDIHHLTLHLSESAFLLEIFADILSSVRYLELRDTNLARFQFSPLPVDEVSSPMKKLAFRGSVLTDESFNELLKLLRYILELSEVEFDDCTLNGLGDFNPSES.... Result: 0 (no interaction). (4) The miRNA is hsa-miR-6088 with sequence AGAGAUGAAGCGGGGGGGCG. The protein sequence of the target gene is MNYQQQLANSAAIRAEIQRFESVHPNIYSIYELLERVEEPVLQNQIREHVIAIEDAFVNSQEWTLSRSVPELKVGIVGNLASGKSALVHRYLTGTYVQEESPEGGRFKKEIVVDGQSYLLLIRDEGGPPEAQFAMWVDAVIFVFSLEDEISFQTVYHYYSRMANYRNTSEIPLVLVGTQDAISSANPRVIDDARARKLSNDLKRCTYYETCATYGLNVERVFQDVAQKIVATRKKQQLSIGPCKSLPNSPSHSSVCSAQVSAVHISQTSNGGGSLSDYSSSVPSTPSTSQKELRIDVPPT.... Result: 1 (interaction). (5) The miRNA is mmu-miR-9-5p with sequence UCUUUGGUUAUCUAGCUGUAUGA. The protein sequence of the target gene is MGELFRSEEMTLAQLFLQSEAAYCCVSELGELGKVQFRDLNPDVNVFQRKFVNEVRRCEEMDRKLRFVEKEIRKANIPIMDTGENPEVPFPRDMIDLEANFEKIENELKEINTNQEALKRNFLELTELKFILRKTQQFFDEAELHHQQMADPDLLEESSSLLEPNEMGRGAPLRLGFVAGVINRERIPTFERMLWRVCRGNVFLRQAEIENPLEDPVTGDYVHKSVFIIFFQGDQLKNRVKKICEGFRASLYPCPETPQERKEMASGVNTRIDDLQMVLNQTEDHRQRVLQAAAKNIRVW.... Result: 1 (interaction). (6) The miRNA is hsa-miR-6508-5p with sequence UCUAGAAAUGCAUGACCCACC. The protein sequence of the target gene is MPVRRGHVAPQNTFLGTIIRKFEGQNKKFIIANARVQNCAIIYCNDGFCEMTGFSRPDVMQKPCTCDFLHGPETKRHDIAQIAQALLGSEERKVEVTYYHKNGSTFICNTHIIPVKNQEGVAMMFIINFEYVTDEENAATPERVNPILPVKTVNRKLFGFKFPGLRVLTYRKQSLPQEDPDVVVIDSSKHSDDSVAMKHFKSPTKESCSPSEADDTKALIQPSQCSPLVNISGPLDHSSPKRQWDRLYPDMLQSSSQLTHSRSRESLCSIRRASSVHDIEGFSVHPKNIFRDRHASEDNG.... Result: 0 (no interaction).